From a dataset of Forward reaction prediction with 1.9M reactions from USPTO patents (1976-2016). Predict the product of the given reaction. Given the reactants O=[C:2]([CH2:8][CH3:9])[CH2:3][CH2:4][C:5]([OH:7])=[O:6].Cl.[F:11][C:12]1[CH:17]=[CH:16][C:15]([NH:18]N)=[CH:14][CH:13]=1.S(=O)(=O)(O)O.[CH3:25]O, predict the reaction product. The product is: [F:11][C:12]1[CH:17]=[C:16]2[C:15](=[CH:14][CH:13]=1)[NH:18][C:2]([CH2:3][CH2:4][C:5]([O:7][CH3:25])=[O:6])=[C:8]2[CH3:9].